From a dataset of NCI-60 drug combinations with 297,098 pairs across 59 cell lines. Regression. Given two drug SMILES strings and cell line genomic features, predict the synergy score measuring deviation from expected non-interaction effect. (1) Drug 1: C1=C(C(=O)NC(=O)N1)F. Drug 2: CC1C(C(CC(O1)OC2CC(OC(C2O)C)OC3=CC4=CC5=C(C(=O)C(C(C5)C(C(=O)C(C(C)O)O)OC)OC6CC(C(C(O6)C)O)OC7CC(C(C(O7)C)O)OC8CC(C(C(O8)C)O)(C)O)C(=C4C(=C3C)O)O)O)O. Cell line: U251. Synergy scores: CSS=44.3, Synergy_ZIP=-1.12, Synergy_Bliss=-3.28, Synergy_Loewe=-2.56, Synergy_HSA=-2.48. (2) Drug 1: CC1=C(C(CCC1)(C)C)C=CC(=CC=CC(=CC(=O)O)C)C. Drug 2: CCCCC(=O)OCC(=O)C1(CC(C2=C(C1)C(=C3C(=C2O)C(=O)C4=C(C3=O)C=CC=C4OC)O)OC5CC(C(C(O5)C)O)NC(=O)C(F)(F)F)O. Cell line: HOP-92. Synergy scores: CSS=55.1, Synergy_ZIP=0.201, Synergy_Bliss=1.83, Synergy_Loewe=-6.04, Synergy_HSA=1.39. (3) Drug 1: C1=CC(=CC=C1CCCC(=O)O)N(CCCl)CCCl. Drug 2: CC=C1C(=O)NC(C(=O)OC2CC(=O)NC(C(=O)NC(CSSCCC=C2)C(=O)N1)C(C)C)C(C)C. Cell line: NCI-H522. Synergy scores: CSS=72.2, Synergy_ZIP=9.14, Synergy_Bliss=9.05, Synergy_Loewe=2.77, Synergy_HSA=11.7. (4) Drug 1: CC(C)CN1C=NC2=C1C3=CC=CC=C3N=C2N. Drug 2: COCCOC1=C(C=C2C(=C1)C(=NC=N2)NC3=CC=CC(=C3)C#C)OCCOC.Cl. Cell line: UO-31. Synergy scores: CSS=14.3, Synergy_ZIP=0.967, Synergy_Bliss=3.44, Synergy_Loewe=-4.08, Synergy_HSA=-2.36.